This data is from Full USPTO retrosynthesis dataset with 1.9M reactions from patents (1976-2016). The task is: Predict the reactants needed to synthesize the given product. Given the product [CH3:1][O:2][C:3](=[O:12])[C:4]1[CH:9]=[C:8]([NH2:10])[CH:7]=[CH:6][C:5]=1[O:11][CH3:13], predict the reactants needed to synthesize it. The reactants are: [CH3:1][O:2][C:3](=[O:12])[C:4]1[CH:9]=[C:8]([NH2:10])[CH:7]=[CH:6][C:5]=1[OH:11].[C:13](O[K])(C)(C)C.COS(OC)(=O)=O.Cl.